Dataset: Forward reaction prediction with 1.9M reactions from USPTO patents (1976-2016). Task: Predict the product of the given reaction. (1) Given the reactants [Cl:1][C:2]1[C:3](=[O:26])[N:4]([CH2:10][C:11]2[CH:12]=[C:13]([CH:23]=[CH:24][CH:25]=2)[CH2:14][NH:15][C:16](=[O:22])[O:17][C:18]([CH3:21])([CH3:20])[CH3:19])[C:5]([CH3:9])=[CH:6][C:7]=1[OH:8].CN(C=O)C.Cl[CH2:33][C:34]1[CH:51]=[CH:50][CH:49]=[CH:48][C:35]=1[CH2:36][N:37]1[C:45](=[O:46])[C:44]2[C:39](=[CH:40][CH:41]=[CH:42][CH:43]=2)[C:38]1=[O:47].C(=O)([O-])[O-].[K+].[K+], predict the reaction product. The product is: [O:46]=[C:45]1[C:44]2[C:39](=[CH:40][CH:41]=[CH:42][CH:43]=2)[C:38](=[O:47])[N:37]1[CH2:36][C:35]1[CH:48]=[CH:49][CH:50]=[CH:51][C:34]=1[CH2:33][O:8][C:7]1[CH:6]=[C:5]([CH3:9])[N:4]([CH2:10][C:11]2[CH:12]=[C:13]([CH:23]=[CH:24][CH:25]=2)[CH2:14][NH:15][C:16](=[O:22])[O:17][C:18]([CH3:19])([CH3:20])[CH3:21])[C:3](=[O:26])[C:2]=1[Cl:1]. (2) Given the reactants [CH3:1][O:2][C:3](=[O:27])/[C:4](/[C:11]1[CH:16]=[CH:15][C:14]([N:17]2[C:21]([CH3:22])=[N:20][N:19]=[N:18]2)=[C:13]([C:23]([F:26])([F:25])[F:24])[CH:12]=1)=[CH:5]/[CH:6]1[CH2:10][CH2:9][CH2:8][CH2:7]1.[BH4-].[Na+], predict the reaction product. The product is: [CH3:1][O:2][C:3](=[O:27])[CH:4]([C:11]1[CH:16]=[CH:15][C:14]([N:17]2[C:21]([CH3:22])=[N:20][N:19]=[N:18]2)=[C:13]([C:23]([F:25])([F:24])[F:26])[CH:12]=1)[CH2:5][CH:6]1[CH2:10][CH2:9][CH2:8][CH2:7]1. (3) Given the reactants [C:1]1([CH3:15])[CH:6]=[CH:5][C:4]([C:7]2[NH:8][C:9]([C:12]([OH:14])=[O:13])=[CH:10][N:11]=2)=[CH:3][CH:2]=1.S(Cl)(Cl)(=O)=O.[CH3:21]O, predict the reaction product. The product is: [C:1]1([CH3:15])[CH:2]=[CH:3][C:4]([C:7]2[NH:8][C:9]([C:12]([O:14][CH3:21])=[O:13])=[CH:10][N:11]=2)=[CH:5][CH:6]=1. (4) Given the reactants [CH3:1][O:2][C:3]1[CH:8]=[CH:7][CH:6]=[CH:5][C:4]=1[N:9]1[C:13]2[CH:14]=[CH:15][CH:16]=[CH:17][C:12]=2[NH:11][S:10]1(=[O:19])=[O:18].C1(P(C2C=CC=CC=2)C2C=CC=CC=2)C=CC=CC=1.[Br:39][CH2:40][CH2:41][CH2:42]O.CC(OC(/N=N/C(OC(C)C)=O)=O)C, predict the reaction product. The product is: [Br:39][CH2:40][CH2:41][CH2:42][N:11]1[C:12]2[CH:17]=[CH:16][CH:15]=[CH:14][C:13]=2[N:9]([C:4]2[CH:5]=[CH:6][CH:7]=[CH:8][C:3]=2[O:2][CH3:1])[S:10]1(=[O:19])=[O:18]. (5) Given the reactants F[C:2]1[CH:7]=[C:6]([N+:8]([O-:10])=[O:9])[CH:5]=[CH:4][C:3]=1[P:11]([CH3:16])(=[O:15])[O:12][CH2:13][CH3:14].Cl.[CH3:18][NH:19][CH3:20].C(N(CC)CC)C, predict the reaction product. The product is: [CH3:18][N:19]([CH3:20])[C:2]1[CH:7]=[C:6]([N+:8]([O-:10])=[O:9])[CH:5]=[CH:4][C:3]=1[P:11]([CH3:16])(=[O:15])[O:12][CH2:13][CH3:14]. (6) Given the reactants C([NH:4][C:5]1[CH:10]=[CH:9][C:8]([S:11]([NH:14][CH2:15][CH2:16][CH2:17][N:18]2[CH2:23][CH2:22][O:21][CH2:20][CH2:19]2)(=[O:13])=[O:12])=[CH:7][CH:6]=1)(=O)C, predict the reaction product. The product is: [NH2:4][C:5]1[CH:6]=[CH:7][C:8]([S:11]([NH:14][CH2:15][CH2:16][CH2:17][N:18]2[CH2:19][CH2:20][O:21][CH2:22][CH2:23]2)(=[O:13])=[O:12])=[CH:9][CH:10]=1. (7) The product is: [CH:1]1([C:6]([N:8]2[CH2:13][CH:12]([C:14]3[CH:19]=[CH:18][C:17]([CH2:20][CH3:21])=[CH:16][CH:15]=3)[CH2:11][CH:10]([C:22]([NH:29][C:28]3[CH:30]=[CH:31][CH:32]=[C:26]([F:25])[CH:27]=3)=[O:23])[CH2:9]2)=[O:7])[CH2:5][CH2:4][CH2:3][CH2:2]1. Given the reactants [CH:1]1([C:6]([N:8]2[CH2:13][CH:12]([C:14]3[CH:19]=[CH:18][C:17]([CH2:20][CH3:21])=[CH:16][CH:15]=3)[CH2:11][CH:10]([C:22](O)=[O:23])[CH2:9]2)=[O:7])[CH2:5][CH2:4][CH2:3][CH2:2]1.[F:25][C:26]1[CH:27]=[C:28]([CH:30]=[CH:31][CH:32]=1)[NH2:29], predict the reaction product. (8) Given the reactants [N:1]1[C:6]2[NH:7][CH:8]=[CH:9][C:5]=2[C:4]([C:10]2[CH:11]=[C:12]([NH:16][C:17](=[O:28])[C:18]3[CH:23]=[CH:22][CH:21]=[C:20]([C:24]([F:27])([F:26])[F:25])[CH:19]=3)[CH:13]=[CH:14][CH:15]=2)=[N:3][CH:2]=1.[H-].[Na+].Cl.Cl[CH2:33][CH2:34][CH2:35][N:36]([CH3:38])[CH3:37], predict the reaction product. The product is: [CH3:37][N:36]([CH3:38])[CH2:35][CH2:34][CH2:33][N:7]1[C:6]2[N:1]=[CH:2][N:3]=[C:4]([C:10]3[CH:11]=[C:12]([NH:16][C:17](=[O:28])[C:18]4[CH:23]=[CH:22][CH:21]=[C:20]([C:24]([F:26])([F:25])[F:27])[CH:19]=4)[CH:13]=[CH:14][CH:15]=3)[C:5]=2[CH:9]=[CH:8]1. (9) Given the reactants C[O:2][C:3]([CH:5]1[C:13]2[C:8](=[CH:9][CH:10]=[CH:11][CH:12]=2)[C:7]([C:19]#[N:20])(O[Si](C)(C)C)[C:6]1([CH3:22])[CH3:21])=O.CC(C)([O-])C.[Na+].[NH4+].[Cl-], predict the reaction product. The product is: [CH3:21][C:6]1([CH3:22])[CH:5]2[C:3](=[O:2])[NH:20][CH2:19][CH:7]1[C:8]1[C:13]2=[CH:12][CH:11]=[CH:10][CH:9]=1. (10) The product is: [Br:1][C:2]1[C:7]([CH3:8])=[CH:6][C:5]([O:9][CH2:15][CH2:14][CH2:13][S:12][CH3:11])=[CH:4][C:3]=1[CH3:10]. Given the reactants [Br:1][C:2]1[C:7]([CH3:8])=[CH:6][C:5]([OH:9])=[CH:4][C:3]=1[CH3:10].[CH3:11][S:12][CH2:13][CH2:14][CH2:15]O.C(P(CCCC)CCCC)CCC.N(C(N1CCCCC1)=O)=NC(N1CCCCC1)=O, predict the reaction product.